Dataset: Full USPTO retrosynthesis dataset with 1.9M reactions from patents (1976-2016). Task: Predict the reactants needed to synthesize the given product. (1) The reactants are: [C:1]([NH:6][CH2:7][C:8]([NH2:10])=O)(=[S:5])[CH2:2][CH2:3][CH3:4].P(Br)(Br)Br. Given the product [CH2:2]([C:1]1[S:5][C:8]([NH2:10])=[CH:7][N:6]=1)[CH2:3][CH3:4], predict the reactants needed to synthesize it. (2) Given the product [O:7]=[C:8]1[N:9]([CH:17]2[CH2:22][CH2:21][N:20]([C:1]([Cl:4])=[O:2])[CH2:19][CH2:18]2)[C:10]2[CH:15]=[CH:14][CH:13]=[N:12][C:11]=2[NH:16]1, predict the reactants needed to synthesize it. The reactants are: [C:1]([Cl:4])(Cl)=[O:2].[Cl-].[Cl-].[O:7]=[C:8]1[NH:16][C:11]2=[NH+:12][CH:13]=[CH:14][CH:15]=[C:10]2[N:9]1[CH:17]1[CH2:22][CH2:21][NH2+:20][CH2:19][CH2:18]1.N1C(C)=CC=CC=1C.C(=O)(O)[O-].[Na+]. (3) Given the product [F:1][C:2]([F:13])([F:12])[C:3]([C:5]1[CH:10]=[CH:9][C:8]([N:27]2[CH2:28][CH2:29][N:24]([S:21]([C:15]3[CH:20]=[CH:19][CH:18]=[CH:17][CH:16]=3)(=[O:23])=[O:22])[CH2:25][CH2:26]2)=[CH:7][CH:6]=1)=[O:4], predict the reactants needed to synthesize it. The reactants are: [F:1][C:2]([F:13])([F:12])[C:3]([C:5]1[CH:10]=[CH:9][C:8](F)=[CH:7][CH:6]=1)=[O:4].Cl.[C:15]1([S:21]([N:24]2[CH2:29][CH2:28][NH:27][CH2:26][CH2:25]2)(=[O:23])=[O:22])[CH:20]=[CH:19][CH:18]=[CH:17][CH:16]=1.CC#N.C(N(CC)CC)C.